Dataset: Reaction yield outcomes from USPTO patents with 853,638 reactions. Task: Predict the reaction yield, written as a fraction of the theoretical maximum amount of product (1.0 means a 100% yield; for example, 0.34 means a 34% yield). (1) The reactants are [NH:1]1[CH2:6][CH2:5][CH:4]([CH2:7][OH:8])[CH2:3][CH2:2]1.C(N(CC)CC)C.[C:16](O[C:16]([O:18][C:19]([CH3:22])([CH3:21])[CH3:20])=[O:17])([O:18][C:19]([CH3:22])([CH3:21])[CH3:20])=[O:17].C(O)(=O)C. The catalyst is ClCCl. The product is [C:19]([O:18][C:16]([N:1]1[CH2:6][CH2:5][CH:4]([CH2:7][OH:8])[CH2:3][CH2:2]1)=[O:17])([CH3:22])([CH3:21])[CH3:20]. The yield is 0.890. (2) The yield is 0.710. The catalyst is CS(C)=O. The reactants are [CH:1]1([C:4]2[C:5]([N:26]([CH2:31][C:32]3[CH:37]=[CH:36][C:35]([O:38][CH3:39])=[CH:34][CH:33]=3)[S:27]([CH3:30])(=[O:29])=[O:28])=[CH:6][C:7]3[O:11][C:10]([C:12]4[CH:17]=[CH:16][C:15]([F:18])=[CH:14][CH:13]=4)=[C:9]([C:19]4[NH:20][CH2:21][CH:22]([CH3:24])[N:23]=4)[C:8]=3[CH:25]=2)[CH2:3][CH2:2]1.C(=O)([O-])[O-].[K+].[K+].C(O)(=O)C.C(O)(=O)C.IC1C=CC=CC=1. The product is [CH:1]1([C:4]2[C:5]([N:26]([CH2:31][C:32]3[CH:33]=[CH:34][C:35]([O:38][CH3:39])=[CH:36][CH:37]=3)[S:27]([CH3:30])(=[O:29])=[O:28])=[CH:6][C:7]3[O:11][C:10]([C:12]4[CH:17]=[CH:16][C:15]([F:18])=[CH:14][CH:13]=4)=[C:9]([C:19]4[NH:20][CH:21]=[C:22]([CH3:24])[N:23]=4)[C:8]=3[CH:25]=2)[CH2:3][CH2:2]1. (3) The reactants are [F:1][C:2]1[CH:3]=[CH:4][C:5]2[O:10][CH2:9][C:8](=[O:11])[N:7]([CH2:12][C@H:13]([CH3:16])[CH2:14]I)[C:6]=2[CH:17]=1.[CH2:18]([O:21][CH:22]1[CH2:27][CH2:26][NH:25][CH2:24][CH2:23]1)[CH2:19][CH3:20]. The catalyst is CC#N. The product is [F:1][C:2]1[CH:3]=[CH:4][C:5]2[O:10][CH2:9][C:8](=[O:11])[N:7]([CH2:12][C@H:13]([CH3:16])[CH2:14][N:25]3[CH2:26][CH2:27][CH:22]([O:21][CH2:18][CH2:19][CH3:20])[CH2:23][CH2:24]3)[C:6]=2[CH:17]=1. The yield is 0.630.